Dataset: Forward reaction prediction with 1.9M reactions from USPTO patents (1976-2016). Task: Predict the product of the given reaction. (1) Given the reactants C(Cl)(Cl)Cl.[C:5]([O:9][C:10](=[O:43])[N:11]([CH2:32][C:33]1[CH:42]=[CH:41][C:36]2[O:37][CH2:38][CH2:39][O:40][C:35]=2[CH:34]=1)[CH:12]1[CH2:17][CH2:16][N:15]([CH2:18][CH2:19][N:20]2[C:29]3[C:24](=[C:25]([NH2:30])[CH:26]=[CH:27][CH:28]=3)[CH:23]=[CH:22][C:21]2=[O:31])[CH2:14][CH2:13]1)([CH3:8])([CH3:7])[CH3:6].[CH2:44]([N:46]=[C:47]=[O:48])[CH3:45], predict the reaction product. The product is: [C:5]([O:9][C:10](=[O:43])[N:11]([CH2:32][C:33]1[CH:42]=[CH:41][C:36]2[O:37][CH2:38][CH2:39][O:40][C:35]=2[CH:34]=1)[CH:12]1[CH2:13][CH2:14][N:15]([CH2:18][CH2:19][N:20]2[C:29]3[C:24](=[C:25]([NH:30][C:47]([NH:46][CH2:44][CH3:45])=[O:48])[CH:26]=[CH:27][CH:28]=3)[CH:23]=[CH:22][C:21]2=[O:31])[CH2:16][CH2:17]1)([CH3:8])([CH3:6])[CH3:7]. (2) Given the reactants [CH2:1]([O:8][C:9]([NH:11][C:12]1[CH:32]=[CH:31][C:15]([CH2:16][C:17]2[N:22]=[C:21]([N:23]([CH3:25])[CH3:24])[C:20]([CH2:26][C:27]([O:29]C)=[O:28])=[CH:19][N:18]=2)=[CH:14][CH:13]=1)=[O:10])[C:2]1[CH:7]=[CH:6][CH:5]=[CH:4][CH:3]=1.[OH-].[Na+], predict the reaction product. The product is: [CH2:1]([O:8][C:9]([NH:11][C:12]1[CH:13]=[CH:14][C:15]([CH2:16][C:17]2[N:22]=[C:21]([N:23]([CH3:24])[CH3:25])[C:20]([CH2:26][C:27]([OH:29])=[O:28])=[CH:19][N:18]=2)=[CH:31][CH:32]=1)=[O:10])[C:2]1[CH:3]=[CH:4][CH:5]=[CH:6][CH:7]=1.